This data is from Forward reaction prediction with 1.9M reactions from USPTO patents (1976-2016). The task is: Predict the product of the given reaction. Given the reactants Br[C:2]1[S:6][C:5]([C:7]2[CH:8]=[CH:9][C:10]([O:15][CH:16]([CH3:18])[CH3:17])=[C:11]([CH:14]=2)[C:12]#[N:13])=[N:4][N:3]=1.O.[NH2:20][NH2:21].C(Cl)Cl, predict the reaction product. The product is: [NH:20]([C:2]1[S:6][C:5]([C:7]2[CH:8]=[CH:9][C:10]([O:15][CH:16]([CH3:18])[CH3:17])=[C:11]([CH:14]=2)[C:12]#[N:13])=[N:4][N:3]=1)[NH2:21].